From a dataset of Reaction yield outcomes from USPTO patents with 853,638 reactions. Predict the reaction yield, written as a fraction of the theoretical maximum amount of product (1.0 means a 100% yield; for example, 0.34 means a 34% yield). The reactants are F[C:2]1[CH:7]=[CH:6][C:5]([N+:8]([O-:10])=[O:9])=[CH:4][C:3]=1[CH3:11].[OH:12][CH:13]1[CH2:18][CH2:17][NH:16][CH2:15][CH2:14]1.C(=O)([O-])[O-].[K+].[K+]. The catalyst is CN(C)C=O. The product is [CH3:11][C:3]1[CH:4]=[C:5]([N+:8]([O-:10])=[O:9])[CH:6]=[CH:7][C:2]=1[N:16]1[CH2:17][CH2:18][CH:13]([OH:12])[CH2:14][CH2:15]1. The yield is 0.630.